Dataset: Reaction yield outcomes from USPTO patents with 853,638 reactions. Task: Predict the reaction yield, written as a fraction of the theoretical maximum amount of product (1.0 means a 100% yield; for example, 0.34 means a 34% yield). The reactants are C([C:3]1[CH:8]=[CH:7][C:6]([C:9]2[CH:14]=[C:13]([C:15]([F:18])([F:17])[F:16])[N:12]3[N:19]=[CH:20][C:21]([C:22]([O:24][CH2:25][CH3:26])=[O:23])=[C:11]3[N:10]=2)=[CH:5][CH:4]=1)C.NC1C(C(OCC)=O)=CNN=1.[Br:38]C1C=CC(C(=O)CC(=O)C(F)(F)F)=CC=1. No catalyst specified. The product is [Br:38][C:3]1[CH:8]=[CH:7][C:6]([C:9]2[CH:14]=[C:13]([C:15]([F:17])([F:18])[F:16])[N:12]3[N:19]=[CH:20][C:21]([C:22]([O:24][CH2:25][CH3:26])=[O:23])=[C:11]3[N:10]=2)=[CH:5][CH:4]=1. The yield is 0.850.